This data is from Full USPTO retrosynthesis dataset with 1.9M reactions from patents (1976-2016). The task is: Predict the reactants needed to synthesize the given product. (1) Given the product [ClH:1].[Cl:23][C:24]1[C:25]([C:57]([F:60])([F:59])[F:58])=[CH:26][C:27]([O:30][CH:31]2[CH2:36][CH2:35][N:34]([CH2:37][C:38]3[C:50]([CH:51]4[CH2:52][CH2:53]4)=[CH:49][C:41]([C:42]([OH:44])=[O:43])=[C:40]([F:54])[CH:39]=3)[CH2:33][C:32]2([CH3:56])[CH3:55])=[N:28][CH:29]=1, predict the reactants needed to synthesize it. The reactants are: [Cl:1]C1C=C(C=C(Cl)C=1)CN1CCN(C(OC(C)(C)C)=O)CC1.[Cl:23][C:24]1[C:25]([C:57]([F:60])([F:59])[F:58])=[CH:26][C:27]([O:30][CH:31]2[CH2:36][CH2:35][N:34]([CH2:37][C:38]3[C:50]([CH:51]4[CH2:53][CH2:52]4)=[CH:49][C:41]([C:42]([O:44]C(C)(C)C)=[O:43])=[C:40]([F:54])[CH:39]=3)[CH2:33][C:32]2([CH3:56])[CH3:55])=[N:28][CH:29]=1. (2) Given the product [Cl:1][C:2]1[N:7]=[C:6]([NH:8][CH2:9][C@H:10]2[CH2:14][CH2:13][CH2:12][NH:11]2)[C:5]([Cl:22])=[CH:4][N:3]=1, predict the reactants needed to synthesize it. The reactants are: [Cl:1][C:2]1[N:7]=[C:6]([NH:8][CH2:9][C@H:10]2[CH2:14][CH2:13][CH2:12][N:11]2C(OC(C)(C)C)=O)[C:5]([Cl:22])=[CH:4][N:3]=1. (3) Given the product [C:19]([OH:26])(=[O:25])[CH2:20][CH2:21][C:22]([OH:24])=[O:23].[Cl:1][C:2]1[CH:12]=[CH:11][C:5]2[CH2:6][CH2:7][NH:8][CH2:9][CH2:10][C:4]=2[C:3]=1[NH:13][CH2:14][C:15]([F:16])([F:18])[F:17], predict the reactants needed to synthesize it. The reactants are: [Cl:1][C:2]1[CH:12]=[CH:11][C:5]2[CH2:6][CH2:7][NH:8][CH2:9][CH2:10][C:4]=2[C:3]=1[NH:13][CH2:14][C:15]([F:18])([F:17])[F:16].[C:19]([OH:26])(=[O:25])[CH2:20][CH2:21][C:22]([OH:24])=[O:23]. (4) Given the product [OH:14][C:12]([CH3:15])([CH3:13])[C:11]#[C:10][C:9]([C:6]1[CH:5]=[CH:4][C:3]([O:2][CH3:1])=[CH:8][CH:7]=1)=[O:16], predict the reactants needed to synthesize it. The reactants are: [CH3:1][O:2][C:3]1[CH:8]=[CH:7][C:6]([CH:9]([OH:16])[C:10]#[C:11][C:12]([CH3:15])([OH:14])[CH3:13])=[CH:5][CH:4]=1.CC(OI1(OC(C)=O)(OC(C)=O)OC(=O)C2C=CC=CC1=2)=O. (5) Given the product [OH:8][C:9]1[CH:10]=[CH:11][C:12]([C:13]([NH:15][NH:16][C:17]([O:19][C:20]([CH3:21])([CH3:23])[CH3:22])=[O:18])=[O:14])=[CH:24][CH:25]=1, predict the reactants needed to synthesize it. The reactants are: C([O:8][C:9]1[CH:25]=[CH:24][C:12]([C:13]([NH:15][NH:16][C:17]([O:19][C:20]([CH3:23])([CH3:22])[CH3:21])=[O:18])=[O:14])=[CH:11][CH:10]=1)C1C=CC=CC=1. (6) Given the product [CH3:12][O:11][C:9](=[O:10])[C:3]([NH:15][C:18]([O:44][CH2:37][C:38]1[CH:43]=[CH:42][CH:41]=[CH:40][CH:39]=1)=[O:27])([CH2:1][CH3:2])[CH2:7][CH3:8], predict the reactants needed to synthesize it. The reactants are: [CH2:1]([C:3]([C:9]([O:11][CH3:12])=[O:10])([CH2:7][CH3:8])C([O-])=O)[CH3:2].C([N:15]([CH2:18]C)CC)C.C1(P(N=[N+]=[N-])(C2C=CC=CC=2)=[O:27])C=CC=CC=1.[CH2:37]([OH:44])[C:38]1[CH:43]=[CH:42][CH:41]=[CH:40][CH:39]=1. (7) The reactants are: [O-2].[Nd+3:2].[O-2].[O-2].[Nd+3].[Nd].[Cl-].[Nd+3].[Cl-].[Cl-].[CH2:11]([CH:13]([CH2:28][CH2:29][CH2:30][CH3:31])[CH2:14][O:15][P:16](=[O:27])([OH:26])[O:17][CH2:18][CH:19]([CH2:24][CH3:25])[CH2:20][CH2:21][CH2:22][CH3:23])[CH3:12].CC1CCCCC1. Given the product [CH2:11]([CH:13]([CH2:28][CH2:29][CH2:30][CH3:31])[CH2:14][O:15][P:16]([O-:27])([O:17][CH2:18][CH:19]([CH2:24][CH3:25])[CH2:20][CH2:21][CH2:22][CH3:23])=[O:26])[CH3:12].[Nd+:2], predict the reactants needed to synthesize it. (8) Given the product [Cl:13][C:14]1[N:19]=[C:18]([O:9][C:5]2[C:4]([CH3:10])=[CH:3][C:2]([NH2:1])=[C:7]([CH3:8])[CH:6]=2)[CH:17]=[CH:16][N:15]=1, predict the reactants needed to synthesize it. The reactants are: [NH2:1][C:2]1[C:7]([CH3:8])=[CH:6][C:5]([OH:9])=[C:4]([CH3:10])[CH:3]=1.[OH-].[Na+].[Cl:13][C:14]1[N:19]=[C:18](Cl)[CH:17]=[CH:16][N:15]=1. (9) Given the product [CH3:24][N:2]([CH3:1])[C:3]1[CH:4]=[CH:5][C:6]([CH2:7][CH:8]2[C:17]3[C:12](=[CH:13][C:14]([O:20][CH3:21])=[C:15]([O:18][CH3:19])[CH:16]=3)[CH2:11][CH2:10][N:9]2[CH2:26][C:27]([NH:35][CH2:34][C:33]2[CH:36]=[CH:37][CH:38]=[CH:39][C:32]=2[O:31][CH3:30])=[O:28])=[CH:22][CH:23]=1, predict the reactants needed to synthesize it. The reactants are: [CH3:1][N:2]([CH3:24])[C:3]1[CH:23]=[CH:22][C:6]([CH2:7][CH:8]2[C:17]3[C:12](=[CH:13][C:14]([O:20][CH3:21])=[C:15]([O:18][CH3:19])[CH:16]=3)[CH2:11][CH2:10][NH:9]2)=[CH:5][CH:4]=1.Br[CH2:26][C:27](Br)=[O:28].[CH3:30][O:31][C:32]1[CH:39]=[CH:38][CH:37]=[CH:36][C:33]=1[CH2:34][NH2:35].